From a dataset of Reaction yield outcomes from USPTO patents with 853,638 reactions. Predict the reaction yield, written as a fraction of the theoretical maximum amount of product (1.0 means a 100% yield; for example, 0.34 means a 34% yield). (1) The reactants are [C:1]([C:3]1[C:4]([F:9])=[N:5][CH:6]=[CH:7][CH:8]=1)#[N:2]. The catalyst is CCO. The product is [NH2:2][CH2:1][C:3]1[C:4]([F:9])=[N:5][CH:6]=[CH:7][CH:8]=1. The yield is 0.900. (2) The reactants are [C:1]([C:5]1[CH:10]=[CH:9][C:8]([N:11]2[C@H:15]([C:16]3[CH:21]=[CH:20][C:19]([NH:22][C:23]([C@@H:25]4[CH2:29][CH2:28][CH2:27][N:26]4[C:30](=[O:40])[C@@H:31]([NH:35][C:36]([O:38][CH3:39])=[O:37])[CH:32]([CH3:34])[CH3:33])=[O:24])=[CH:18][CH:17]=3)[CH2:14][CH2:13][C@H:12]2[C:41]2[CH:46]=[CH:45][C:44]([NH:47][C:48]([C@@H:50]3[CH2:54][CH2:53][CH2:52][N:51]3[C:55](OC(C)(C)C)=[O:56])=[O:49])=[CH:43][CH:42]=2)=[CH:7][CH:6]=1)([CH3:4])([CH3:3])[CH3:2].[C:62](O)(C(F)(F)F)=[O:63].[C:69]([O:73][C:74]([N:76]1[CH2:80][CH2:79][CH2:78][C@H]1C(O)=O)=[O:75])(C)(C)C. The catalyst is C(Cl)Cl. The product is [C:1]([C:5]1[CH:10]=[CH:9][C:8]([N:11]2[C@H:15]([C:16]3[CH:17]=[CH:18][C:19]([NH:22][C:23]([C@@H:25]4[CH2:29][CH2:28][CH2:27][N:26]4[C:30](=[O:40])[C@@H:31]([NH:35][C:36]([O:38][CH3:39])=[O:37])[CH:32]([CH3:34])[CH3:33])=[O:24])=[CH:20][CH:21]=3)[CH2:14][CH2:13][C@H:12]2[C:41]2[CH:42]=[CH:43][C:44]([NH:47][C:48]([C@@H:50]3[CH2:54][CH2:53][CH2:52][N:51]3[C:55](=[O:56])[C@@H:80]([NH:76][C:74](=[O:75])[O:73][CH3:69])[C@H:79]([O:63][CH3:62])[CH3:78])=[O:49])=[CH:45][CH:46]=2)=[CH:7][CH:6]=1)([CH3:2])([CH3:3])[CH3:4]. The yield is 0.520.